From a dataset of Reaction yield outcomes from USPTO patents with 853,638 reactions. Predict the reaction yield, written as a fraction of the theoretical maximum amount of product (1.0 means a 100% yield; for example, 0.34 means a 34% yield). (1) The reactants are [C:1]([C:3]1[CH:8]=[CH:7][CH:6]=[CH:5][C:4]=1[C:9]1[CH:14]=[CH:13][C:12]([CH2:15][C:16]2[C:17](=[O:41])[N:18]([C@H:28]3[CH2:33][CH2:32][C@H:31]([O:34][CH2:35][C:36]([O:38]CC)=O)[CH2:30][CH2:29]3)[C:19]3[N:20]([N:25]=[CH:26][N:27]=3)[C:21]=2[CH2:22][CH2:23][CH3:24])=[CH:11][CH:10]=1)#[N:2].[CH2:42]([Mg]Br)[CH3:43].Cl.O1CC[CH2:49][CH2:48]1. No catalyst specified. The product is [CH2:48]([C:36]([OH:38])([CH2:42][CH3:43])[CH2:35][O:34][C@H:31]1[CH2:30][CH2:29][C@H:28]([N:18]2[C:17](=[O:41])[C:16]([CH2:15][C:12]3[CH:11]=[CH:10][C:9]([C:4]4[C:3]([C:1]#[N:2])=[CH:8][CH:7]=[CH:6][CH:5]=4)=[CH:14][CH:13]=3)=[C:21]([CH2:22][CH2:23][CH3:24])[N:20]3[N:25]=[CH:26][N:27]=[C:19]23)[CH2:33][CH2:32]1)[CH3:49]. The yield is 0.490. (2) The catalyst is CN(C=O)C. The yield is 0.580. The reactants are [Cu][C:2]#[N:3].Br[C:5]1[CH:10]=[CH:9][C:8]([CH3:11])=[C:7]([F:12])[CH:6]=1. The product is [F:12][C:7]1[CH:6]=[C:5]([C:2]#[N:3])[CH:10]=[CH:9][C:8]=1[CH3:11].